Dataset: Full USPTO retrosynthesis dataset with 1.9M reactions from patents (1976-2016). Task: Predict the reactants needed to synthesize the given product. The reactants are: Br[C:2]1[S:3][C:4]([Br:7])=[CH:5][N:6]=1.[NH:8]1[CH2:13][CH2:12][CH:11]([C:14]([NH2:16])=[O:15])[CH2:10][CH2:9]1. Given the product [Br:7][C:4]1[S:3][C:2]([N:8]2[CH2:13][CH2:12][CH:11]([C:14]([NH2:16])=[O:15])[CH2:10][CH2:9]2)=[N:6][CH:5]=1, predict the reactants needed to synthesize it.